Dataset: Forward reaction prediction with 1.9M reactions from USPTO patents (1976-2016). Task: Predict the product of the given reaction. (1) Given the reactants [NH2:1][C:2]1[C:7]([C:8]2[N:22]([C:23]3[CH:28]=[CH:27][C:26]([C:29]([NH:32]C(=O)OC(C)(C)C)([CH3:31])[CH3:30])=[CH:25][CH:24]=3)[C:11]3=[N:12][C:13]([C:16]4[CH:21]=[CH:20][CH:19]=[CH:18][CH:17]=4)=[CH:14][CH:15]=[C:10]3[N:9]=2)=[CH:6][CH:5]=[CH:4][N:3]=1.[ClH:40].C(OC(C)C)(C)C, predict the reaction product. The product is: [ClH:40].[NH2:32][C:29]([C:26]1[CH:27]=[CH:28][C:23]([N:22]2[C:11]3=[N:12][C:13]([C:16]4[CH:21]=[CH:20][CH:19]=[CH:18][CH:17]=4)=[CH:14][CH:15]=[C:10]3[N:9]=[C:8]2[C:7]2[C:2]([NH2:1])=[N:3][CH:4]=[CH:5][CH:6]=2)=[CH:24][CH:25]=1)([CH3:30])[CH3:31]. (2) Given the reactants [Cl:1][C:2]1[CH:11]=[C:10]2[C:5]([C:6]([CH:12]3[CH2:17][CH2:16][NH:15][CH2:14][CH2:13]3)=[N:7][CH:8]=[N:9]2)=[CH:4][CH:3]=1.CCN(C(C)C)C(C)C.[N+](C1C=CC([O:36][C:37](=O)[NH:38][C:39]2[CH:44]=[CH:43][C:42]([O:45][CH:46]([CH3:48])[CH3:47])=[CH:41][CH:40]=2)=CC=1)([O-])=O, predict the reaction product. The product is: [CH:46]([O:45][C:42]1[CH:43]=[CH:44][C:39]([NH:38][C:37]([N:15]2[CH2:16][CH2:17][CH:12]([C:6]3[C:5]4[C:10](=[CH:11][C:2]([Cl:1])=[CH:3][CH:4]=4)[N:9]=[CH:8][N:7]=3)[CH2:13][CH2:14]2)=[O:36])=[CH:40][CH:41]=1)([CH3:48])[CH3:47]. (3) Given the reactants [OH-].[NH4+:2].[NH3:3].C(O[C:7](OCC)(OCC)[CH2:8][CH3:9])C.[Cl:16][C:17]1[CH:18]=[C:19]([C:23](=O)[CH2:24][C:25]([O:27]CC)=O)[CH:20]=[CH:21][CH:22]=1, predict the reaction product. The product is: [Cl:16][C:17]1[CH:18]=[C:19]([C:23]2[N:3]=[C:7]([CH2:8][CH3:9])[NH:2][C:25](=[O:27])[CH:24]=2)[CH:20]=[CH:21][CH:22]=1. (4) Given the reactants [Cl:1][C:2]1[C:3]2[C:4]3[C:5](=[C:23]([CH3:26])[O:24][N:25]=3)[C:6](=[O:22])[N:7]([C:12]3[N:17]=[C:16]([CH2:18][C:19]([OH:21])=O)[CH:15]=[CH:14][CH:13]=3)[C:8]=2[CH:9]=[CH:10][CH:11]=1.CC[N:29]=C=NCCCN(C)C.[N+:38]([C:41]1[CH:47]=[CH:46][C:45]([O:48][CH3:49])=[CH:44][C:42]=1N)([O-:40])=[O:39].CC(C)=O.ClCCl, predict the reaction product. The product is: [Cl:1][C:2]1[C:3]2[C:4]3[C:5](=[C:23]([CH3:26])[O:24][N:25]=3)[C:6](=[O:22])[N:7]([C:12]3[N:17]=[C:16]([CH2:18][C:19]([NH:29][C:46]4[CH:47]=[C:41]([N+:38]([O-:40])=[O:39])[CH:42]=[CH:44][C:45]=4[O:48][CH3:49])=[O:21])[CH:15]=[CH:14][CH:13]=3)[C:8]=2[CH:9]=[CH:10][CH:11]=1.